From a dataset of Forward reaction prediction with 1.9M reactions from USPTO patents (1976-2016). Predict the product of the given reaction. Given the reactants [NH2:1][C:2]1[N:7]=[CH:6][N:5]=[C:4]2[N:8]([CH:12]3[CH2:15][N:14]([C:16]([O:18][C:19]([CH3:22])([CH3:21])[CH3:20])=[O:17])[CH2:13]3)[N:9]=[C:10](I)[C:3]=12.[CH3:23][C:24]1[CH:25]=[C:26]([CH3:49])[C:27]2[O:31][C:30]([NH:32][C:33]3[CH:38]=[CH:37][C:36](B4OC(C)(C)C(C)(C)O4)=[CH:35][CH:34]=3)=[N:29][C:28]=2[CH:48]=1.C(=O)([O-])[O-].[Na+].[Na+], predict the reaction product. The product is: [NH2:1][C:2]1[N:7]=[CH:6][N:5]=[C:4]2[N:8]([CH:12]3[CH2:15][N:14]([C:16]([O:18][C:19]([CH3:22])([CH3:21])[CH3:20])=[O:17])[CH2:13]3)[N:9]=[C:10]([C:36]3[CH:35]=[CH:34][C:33]([NH:32][C:30]4[O:31][C:27]5[C:26]([CH3:49])=[CH:25][C:24]([CH3:23])=[CH:48][C:28]=5[N:29]=4)=[CH:38][CH:37]=3)[C:3]=12.